From a dataset of Catalyst prediction with 721,799 reactions and 888 catalyst types from USPTO. Predict which catalyst facilitates the given reaction. Reactant: [CH2:1]([N:8]1[C:12]([NH2:13])=[CH:11][N:10]=[N:9]1)[C:2]1[CH:7]=[CH:6][CH:5]=[CH:4][CH:3]=1.[Cl:14][C:15]1[CH:16]=[CH:17][C:18](F)=[C:19]([CH:22]=1)[C:20]#[N:21].[Li+].C[Si]([N-][Si](C)(C)C)(C)C. Product: [CH2:1]([N:8]1[C:12]([NH:13][C:18]2[CH:17]=[CH:16][C:15]([Cl:14])=[CH:22][C:19]=2[C:20]#[N:21])=[CH:11][N:10]=[N:9]1)[C:2]1[CH:7]=[CH:6][CH:5]=[CH:4][CH:3]=1. The catalyst class is: 1.